From a dataset of Forward reaction prediction with 1.9M reactions from USPTO patents (1976-2016). Predict the product of the given reaction. Given the reactants [CH:1]([Si:4]([CH:39]([CH3:41])[CH3:40])([CH:36]([CH3:38])[CH3:37])[O:5][CH2:6][CH2:7][S:8][C:9]1[CH:14]=[CH:13][CH:12]=[CH:11][C:10]=1[C:15]1[N:19]2[CH:20]=[C:21]([O:24][C@H:25]3[C:34]4[C:29](=[CH:30][CH:31]=[CH:32][CH:33]=4)[C@@H:28]([NH2:35])[CH2:27][CH2:26]3)[CH:22]=[CH:23][C:18]2=[N:17][N:16]=1)([CH3:3])[CH3:2].ClC(Cl)(Cl)C[O:45][C:46](=O)[NH:47][C:48]1[N:49]([C:57]2[CH:62]=[CH:61][C:60]([CH3:63])=[CH:59][CH:58]=2)[N:50]=[C:51]([C:53]([CH3:56])([CH3:55])[CH3:54])[CH:52]=1, predict the reaction product. The product is: [C:53]([C:51]1[CH:52]=[C:48]([NH:47][C:46]([NH:35][C@@H:28]2[C:29]3[C:34](=[CH:33][CH:32]=[CH:31][CH:30]=3)[C@H:25]([O:24][C:21]3[CH:22]=[CH:23][C:18]4[N:19]([C:15]([C:10]5[CH:11]=[CH:12][CH:13]=[CH:14][C:9]=5[S:8][CH2:7][CH2:6][O:5][Si:4]([CH:1]([CH3:2])[CH3:3])([CH:36]([CH3:38])[CH3:37])[CH:39]([CH3:41])[CH3:40])=[N:16][N:17]=4)[CH:20]=3)[CH2:26][CH2:27]2)=[O:45])[N:49]([C:57]2[CH:62]=[CH:61][C:60]([CH3:63])=[CH:59][CH:58]=2)[N:50]=1)([CH3:56])([CH3:54])[CH3:55].